From a dataset of Reaction yield outcomes from USPTO patents with 853,638 reactions. Predict the reaction yield, written as a fraction of the theoretical maximum amount of product (1.0 means a 100% yield; for example, 0.34 means a 34% yield). The reactants are N1C=CC=CC=1.[CH3:7][N:8]1[C:12]([NH2:13])=[CH:11][C:10]([CH3:14])=[N:9]1.[C:15](OC(=O)C)(=[O:17])[CH3:16]. No catalyst specified. The product is [CH3:7][N:8]1[C:12]([NH:13][C:15](=[O:17])[CH3:16])=[CH:11][C:10]([CH3:14])=[N:9]1. The yield is 1.00.